This data is from Full USPTO retrosynthesis dataset with 1.9M reactions from patents (1976-2016). The task is: Predict the reactants needed to synthesize the given product. (1) Given the product [N:104]12[CH2:105][CH2:106][CH:107]([CH2:102][CH2:103]1)[C@H:42]([NH:41][C:39]([C:36]1[NH:35][C:34]([C:22]3[C:21]4[C:25](=[CH:26][CH:27]=[C:19]([C:16]5[C:17]([CH3:18])=[C:12]([CH2:11][N:3]([CH2:1][CH3:2])[C:4](=[O:10])[O:5][C:6]([CH3:9])([CH3:8])[CH3:7])[CH:13]=[N:14][CH:15]=5)[CH:20]=4)[N:24]([CH:28]4[CH2:33][CH2:32][CH2:31][CH2:30][O:29]4)[N:23]=3)=[N:38][CH:37]=1)=[O:40])[CH2:109]2, predict the reactants needed to synthesize it. The reactants are: [CH2:1]([N:3]([CH2:11][C:12]1[CH:13]=[N:14][CH:15]=[C:16]([C:19]2[CH:20]=[C:21]3[C:25](=[CH:26][CH:27]=2)[N:24]([CH:28]2[CH2:33][CH2:32][CH2:31][CH2:30][O:29]2)[N:23]=[C:22]3[C:34]2[NH:35][C:36]([C:39]([NH:41][CH2:42]C3C=NC=CC=3)=[O:40])=[CH:37][N:38]=2)[C:17]=1[CH3:18])[C:4](=[O:10])[O:5][C:6]([CH3:9])([CH3:8])[CH3:7])[CH3:2].C(OC(N(CC1C(C)=C(C2C=C3C(=CC=2)N(C2CCCCO2)N=C3C2NC(C(O)=O)=CN=2)C=NC=1)CC)=O)(C)(C)C.C(N(C(C)C)CC)(C)C.Cl.Cl.N[CH:102]1[CH:107]2C[CH2:109][N:104]([CH2:105][CH2:106]2)[CH2:103]1.CN(C(ON1N=NC2C=CC=NC1=2)=[N+](C)C)C.F[P-](F)(F)(F)(F)F. (2) Given the product [O:1]1[C:5]2[CH:6]=[CH:7][CH:8]=[CH:9][C:4]=2[N:3]=[C:2]1[C:10]1[CH:15]=[CH:14][C:13]([C:16]2([C:21]#[N:22])[CH2:25][CH2:20][CH2:19][CH2:18][CH2:17]2)=[C:12]([Cl:23])[CH:11]=1, predict the reactants needed to synthesize it. The reactants are: [O:1]1[C:5]2[CH:6]=[CH:7][CH:8]=[CH:9][C:4]=2[N:3]=[C:2]1[C:10]1[CH:15]=[CH:14][C:13]([C:16]2([C:21]#[N:22])[CH2:20][CH2:19][CH2:18][CH2:17]2)=[C:12]([Cl:23])[CH:11]=1.O1C2C=CC=CC=2N=[C:25]1C1C=CC(CC#N)=C(Cl)C=1.BrCCCCCBr. (3) Given the product [NH2:7][C:10]1[CH:25]=[CH:24][CH:23]=[CH:22][C:11]=1[O:12][CH2:13][CH2:14][O:15][CH2:16][CH2:17][O:18][CH2:19][CH2:20][OH:21], predict the reactants needed to synthesize it. The reactants are: CCOC(C)=O.[N+:7]([C:10]1[CH:25]=[CH:24][CH:23]=[CH:22][C:11]=1[O:12][CH2:13][CH2:14][O:15][CH2:16][CH2:17][O:18][CH2:19][CH2:20][OH:21])([O-])=O. (4) Given the product [O:12]=[C:13]1[N:18]([CH2:19][C:20]2[CH:21]=[C:1]([CH:26]=[CH:27][CH:28]=2)[C:2]([Cl:4])=[O:3])[N:17]=[C:16]([C:29]2[O:33][N:32]=[C:31]([C:34]3[CH:35]=[CH:36][C:37]([O:40][C:41]([F:42])([F:44])[F:43])=[CH:38][CH:39]=3)[N:30]=2)[CH:15]=[CH:14]1, predict the reactants needed to synthesize it. The reactants are: [C:1](Cl)(=O)[C:2]([Cl:4])=[O:3].CN(C=O)C.[O:12]=[C:13]1[N:18]([CH2:19][C:20]2[CH:21]=C([CH:26]=[CH:27][CH:28]=2)C(O)=O)[N:17]=[C:16]([C:29]2[O:33][N:32]=[C:31]([C:34]3[CH:39]=[CH:38][C:37]([O:40][C:41]([F:44])([F:43])[F:42])=[CH:36][CH:35]=3)[N:30]=2)[CH:15]=[CH:14]1. (5) Given the product [Cl-:8].[C:26]([N+:1]1[C:24]([C:19]2[CH:20]=[CH:21][CH:22]=[CH:23][N:18]=2)=[C:17]([NH:16][CH:10]2[CH2:15][CH2:14][CH2:13][CH2:12][CH2:11]2)[N:3]2[C:4]([NH2:9])=[CH:5][C:6]([Cl:8])=[N:7][C:2]=12)(=[O:28])[CH3:27], predict the reactants needed to synthesize it. The reactants are: [NH2:1][C:2]1[N:7]=[C:6]([Cl:8])[CH:5]=[C:4]([NH2:9])[N:3]=1.[CH:10]1([N+:16]#[C-:17])[CH2:15][CH2:14][CH2:13][CH2:12][CH2:11]1.[N:18]1[CH:23]=[CH:22][CH:21]=[CH:20][C:19]=1[CH:24]=O.[C:26](Cl)(=[O:28])[CH3:27]. (6) Given the product [CH:12]1([N:15]2[CH2:20][C:19]3([CH2:25][CH2:24][N:23]([S:26]([C:29]4[CH:30]=[CH:31][C:32]([C:2]5[CH:10]=[CH:9][CH:8]=[C:7]6[C:3]=5[CH:4]=[CH:5][N:6]6[CH3:11])=[CH:33][CH:34]=4)(=[O:27])=[O:28])[CH2:22][CH2:21]3)[O:18][CH2:17][C:16]2=[O:44])[CH2:13][CH2:14]1, predict the reactants needed to synthesize it. The reactants are: Br[C:2]1[CH:10]=[CH:9][CH:8]=[C:7]2[C:3]=1[CH:4]=[CH:5][N:6]2[CH3:11].[CH:12]1([N:15]2[CH2:20][C:19]3([CH2:25][CH2:24][N:23]([S:26]([C:29]4[CH:34]=[CH:33][C:32](B5OC(C)(C)C(C)(C)O5)=[CH:31][CH:30]=4)(=[O:28])=[O:27])[CH2:22][CH2:21]3)[O:18][CH2:17][C:16]2=[O:44])[CH2:14][CH2:13]1.